From a dataset of Experimentally validated miRNA-target interactions with 360,000+ pairs, plus equal number of negative samples. Binary Classification. Given a miRNA mature sequence and a target amino acid sequence, predict their likelihood of interaction. (1) The miRNA is hsa-miR-6743-5p with sequence AAGGGGCAGGGACGGGUGGCCC. The protein sequence of the target gene is MDTLEEVTWANGSTALPPPLAPNISVPHRCLLLLYEDIGTSRVRYWDLLLLIPNVLFLIFLLWKLPSARAKIRITSSPIFITFYILVFVVALVGIARAVVSMTVSTSNAATVADKILWEITRFFLLAIELSVIILGLAFGHLESKSSIKRVLAITTVLSLAYSVTQGTLEILYPDAHLSAEDFNIYGHGGRQFWLVSSCFFFLVYSLVVILPKTPLKERISLPSRRSFYVYAGILALLNLLQGLGSVLLCFDIIEGLCCVDATTFLYFSFFAPLIYVAFLRGFFGSEPKILFSYKCQVDE.... Result: 1 (interaction). (2) The miRNA is hsa-miR-889-3p with sequence UUAAUAUCGGACAACCAUUGU. The protein sequence of the target gene is MRPPGFRNFLLLASSLLFAGLSAVPQSFSPSLRSWPGAACRLSRAESERRCRAPGQPPGAALCHGRGRCDCGVCICHVTEPGMFFGPLCECHEWVCETYDGSTCAGHGKCDCGKCKCDQGWYGDACQYPTNCDLTKKKSNQMCKNSQDIICSNAGTCHCGRCKCDNSDGSGLVYGKFCECDDRECIDDETEEICGGHGKCYCGNCYCKAGWHGDKCEFQCDITPWESKRRCTSPDGKICSNRGTCVCGECTCHDVDPTGDWGDIHGDTCECDERDCRAVYDRYSDDFCSGHGQCNCGRCD.... Result: 1 (interaction). (3) The miRNA is hsa-miR-198 with sequence GGUCCAGAGGGGAGAUAGGUUC. The protein sequence of the target gene is MDKFIDNMDVRIKSESGSMQVFKQVTGPVPTRDPSARADRRNMTSPSFLAASPMENPALFNDIKIEPPEELLESDFNMPQVEPVDLSFHKPKAPLQPASMLQAPIRPPKPPTAPQAIMVPTSADTVTSAAIPTVLTPGSILASSQGTGGQPILHVIHTIPSVSLPNKMSGLKTIPLVVQSLPMVYTSLPTDGSPAAITVPLIGGDGKSAGSVKVDPASMCPLEFPSDSDESAIESGSSALQSLQGFHHEPATMVHMQGEESLDLKRRRIHQCDFAGCSKVYTKSSHLKAHRRIHTGEKPY.... Result: 0 (no interaction).